Dataset: Reaction yield outcomes from USPTO patents with 853,638 reactions. Task: Predict the reaction yield, written as a fraction of the theoretical maximum amount of product (1.0 means a 100% yield; for example, 0.34 means a 34% yield). (1) The reactants are [C:1]([O:5][C:6]([N:8]([CH3:14])[C@@H:9]([CH3:13])[C:10]([OH:12])=O)=[O:7])([CH3:4])([CH3:3])[CH3:2].[NH2:15][C@@H:16]([CH2:42][C:43]1[CH:48]=[CH:47][C:46]([O:49][CH2:50][C:51]2[CH:56]=[CH:55][CH:54]=[CH:53][CH:52]=2)=[CH:45][CH:44]=1)[C:17]([N:19]1[C@H:28]([C:29]([NH:31][C@H:32]2[C:41]3[C:36](=[CH:37][CH:38]=[CH:39][CH:40]=3)[CH2:35][CH2:34][CH2:33]2)=[O:30])[CH2:27][C:26]2[C:21](=[CH:22][CH:23]=[CH:24][CH:25]=2)[CH2:20]1)=[O:18]. No catalyst specified. The product is [CH2:50]([O:49][C:46]1[CH:45]=[CH:44][C:43]([CH2:42][C@H:16]([NH:15][C:10](=[O:12])[C@@H:9]([N:8]([CH3:14])[C:6](=[O:7])[O:5][C:1]([CH3:2])([CH3:3])[CH3:4])[CH3:13])[C:17](=[O:18])[N:19]2[C@H:28]([C:29](=[O:30])[NH:31][C@H:32]3[C:41]4[C:36](=[CH:37][CH:38]=[CH:39][CH:40]=4)[CH2:35][CH2:34][CH2:33]3)[CH2:27][C:26]3[C:21](=[CH:22][CH:23]=[CH:24][CH:25]=3)[CH2:20]2)=[CH:48][CH:47]=1)[C:51]1[CH:56]=[CH:55][CH:54]=[CH:53][CH:52]=1. The yield is 0.970. (2) The reactants are Cl[C:2]1[N:11]=[CH:10][C:9]2[N:8]3[CH:12]=[N:13][C:14]([C:15]([O:17][CH2:18][CH3:19])=[O:16])=[C:7]3[C@@H:6]([CH3:20])[N:5]([CH:21]3[CH2:25][CH2:24][CH2:23][CH2:22]3)[C:4]=2[N:3]=1.[NH2:26][C:27]1[CH:35]=[CH:34][C:30]([C:31]([OH:33])=[O:32])=[CH:29][C:28]=1[O:36][CH3:37]. The catalyst is Cl.C(O)(C)C. The product is [CH:21]1([N:5]2[C:4]3[N:3]=[C:2]([NH:26][C:27]4[CH:35]=[CH:34][C:30]([C:31]([OH:33])=[O:32])=[CH:29][C:28]=4[O:36][CH3:37])[N:11]=[CH:10][C:9]=3[N:8]3[CH:12]=[N:13][C:14]([C:15]([O:17][CH2:18][CH3:19])=[O:16])=[C:7]3[C@H:6]2[CH3:20])[CH2:25][CH2:24][CH2:23][CH2:22]1. The yield is 0.620. (3) The reactants are [F:1][C:2]([F:33])([F:32])[C:3]([C:12]1[CH:13]=[C:14](/[CH:29]=[CH:30]/[CH3:31])[C:15]([O:18][C:19]2[CH:20]=[C:21]([CH:26]=[CH:27][CH:28]=2)[C:22](OC)=[O:23])=[N:16][CH:17]=1)([O:8][CH2:9][O:10][CH3:11])[C:4]([F:7])([F:6])[F:5].[H-].[Al+3].[Li+].[H-].[H-].[H-].CO.O. The catalyst is O1CCCC1. The product is [F:33][C:2]([F:1])([F:32])[C:3]([C:12]1[CH:13]=[C:14](/[CH:29]=[CH:30]/[CH3:31])[C:15]([O:18][C:19]2[CH:20]=[C:21]([CH2:22][OH:23])[CH:26]=[CH:27][CH:28]=2)=[N:16][CH:17]=1)([O:8][CH2:9][O:10][CH3:11])[C:4]([F:7])([F:6])[F:5]. The yield is 0.949. (4) The reactants are [N:1]1([C:7]2[CH:22]=[CH:21][C:10]([CH:11]=[CH:12][C:13]3[C:14]([F:20])=[N:15][CH:16]=[C:17](Br)[CH:18]=3)=[CH:9][CH:8]=2)[CH2:6][CH2:5][CH2:4][CH2:3][CH2:2]1.[B:23]1([B:23]2[O:27][C:26]([CH3:29])([CH3:28])[C:25]([CH3:31])([CH3:30])[O:24]2)[O:27][C:26]([CH3:29])([CH3:28])[C:25]([CH3:31])([CH3:30])[O:24]1.O1CCOCC1.CCOC(C)=O. The catalyst is C1C=CC(P(C2C=CC=CC=2)[C-]2C=CC=C2)=CC=1.C1C=CC(P(C2C=CC=CC=2)[C-]2C=CC=C2)=CC=1.Cl[Pd]Cl.[Fe+2].O. The product is [N:1]1([C:7]2[CH:22]=[CH:21][C:10]([CH:11]=[CH:12][C:13]3[C:14]([F:20])=[N:15][CH:16]=[C:17]([B:23]4[O:27][C:26]([CH3:29])([CH3:28])[C:25]([CH3:31])([CH3:30])[O:24]4)[CH:18]=3)=[CH:9][CH:8]=2)[CH2:6][CH2:5][CH2:4][CH2:3][CH2:2]1. The yield is 0.830.